Task: Predict the reaction yield, written as a fraction of the theoretical maximum amount of product (1.0 means a 100% yield; for example, 0.34 means a 34% yield).. Dataset: Reaction yield outcomes from USPTO patents with 853,638 reactions (1) The reactants are [Br:1][C:2]1[CH:3]=[N:4][N:5]([CH3:16])[C:6]=1[C:7]1[CH:8]=[C:9]([C:13]([OH:15])=O)[O:10][C:11]=1[CH3:12].[NH2:17][C@@H:18]([CH2:31][C:32]1[CH:37]=[CH:36][CH:35]=[CH:34][C:33]=1[C:38]([F:41])([F:40])[F:39])[CH2:19][N:20]1[C:28](=[O:29])[C:27]2[C:22](=[CH:23][CH:24]=[CH:25][CH:26]=2)[C:21]1=[O:30].C(N(C(C)C)CC)(C)C.F[P-](F)(F)(F)(F)F.Br[P+](N1CCCC1)(N1CCCC1)N1CCCC1. The catalyst is C(Cl)Cl. The product is [Br:1][C:2]1[CH:3]=[N:4][N:5]([CH3:16])[C:6]=1[C:7]1[CH:8]=[C:9]([C:13]([NH:17][C@@H:18]([CH2:31][C:32]2[CH:37]=[CH:36][CH:35]=[CH:34][C:33]=2[C:38]([F:41])([F:39])[F:40])[CH2:19][N:20]2[C:28](=[O:29])[C:27]3[C:22](=[CH:23][CH:24]=[CH:25][CH:26]=3)[C:21]2=[O:30])=[O:15])[O:10][C:11]=1[CH3:12]. The yield is 0.460. (2) The reactants are [NH2:1][C:2]1[CH:7]=[C:6]([F:8])[C:5]([F:9])=[CH:4][C:3]=1[OH:10].Cl[CH2:12][C:13](Cl)=[O:14].C([O-])([O-])=O.[K+].[K+]. No catalyst specified. The product is [F:8][C:6]1[C:5]([F:9])=[CH:4][C:3]2[O:10][CH2:12][C:13](=[O:14])[NH:1][C:2]=2[CH:7]=1. The yield is 0.640. (3) The reactants are FC(F)(F)S(OS(C(F)(F)F)(=O)=O)(=O)=O.[Br:16][C:17]1[CH:18]=[C:19]([CH:24]=[C:25]([C:28](=[O:38])[CH2:29][C:30]([N:32]2[CH2:37][CH2:36][O:35][CH2:34][CH2:33]2)=[O:31])[C:26]=1O)[C:20]([O:22][CH3:23])=[O:21]. The catalyst is ClCCCl. The product is [Br:16][C:17]1[CH:18]=[C:19]([C:20]([O:22][CH3:23])=[O:21])[CH:24]=[C:25]2[C:26]=1[O:31][C:30]([N:32]1[CH2:37][CH2:36][O:35][CH2:34][CH2:33]1)=[CH:29][C:28]2=[O:38]. The yield is 0.500. (4) The reactants are [N:1]12[CH2:8][CH2:7][C:4]([C:9]([C:17]3[CH:22]=[CH:21][CH:20]=[CH:19][CH:18]=3)([C:11]3[CH:16]=[CH:15][CH:14]=[CH:13][CH:12]=3)[OH:10])([CH2:5][CH2:6]1)[CH2:3][CH2:2]2.[Br:23][CH2:24][CH2:25][CH2:26][CH:27]=[CH2:28]. The catalyst is CC#N. The product is [Br-:23].[OH:10][C:9]([C:17]1[CH:22]=[CH:21][CH:20]=[CH:19][CH:18]=1)([C:11]1[CH:12]=[CH:13][CH:14]=[CH:15][CH:16]=1)[C:4]12[CH2:5][CH2:6][N+:1]([CH2:28][CH2:27][CH2:26][CH:25]=[CH2:24])([CH2:2][CH2:3]1)[CH2:8][CH2:7]2. The yield is 0.886. (5) The reactants are [NH2:1][C:2]1[CH:3]=[C:4]([CH:8]=[CH:9][CH:10]=1)[C:5]([OH:7])=[O:6].[CH3:11][N:12]=[C:13]=[S:14]. The catalyst is C(O)(=O)C. The product is [CH3:11][NH:12][C:13](=[S:14])[NH:1][C:2]1[CH:3]=[C:4]([CH:8]=[CH:9][CH:10]=1)[C:5]([OH:7])=[O:6]. The yield is 0.957. (6) The reactants are [Cl:1][C:2]1[CH:7]=[CH:6][C:5]([N:8]2[CH2:13][CH2:12][NH:11][CH2:10][C:9]2([CH3:15])[CH3:14])=[CH:4][CH:3]=1.[C:16]([O:20][C:21]([NH:23][C@H:24]([CH:28]([CH3:30])[CH3:29])[C:25](O)=[O:26])=[O:22])([CH3:19])([CH3:18])[CH3:17].F[P-](F)(F)(F)(F)F.N1(O[P+](N(C)C)(N(C)C)N(C)C)C2C=CC=CC=2N=N1.CCN(C(C)C)C(C)C. The catalyst is CN(C=O)C. The product is [Cl:1][C:2]1[CH:3]=[CH:4][C:5]([N:8]2[CH2:13][CH2:12][N:11]([C:25](=[O:26])[C@H:24]([NH:23][C:21](=[O:22])[O:20][C:16]([CH3:19])([CH3:18])[CH3:17])[CH:28]([CH3:30])[CH3:29])[CH2:10][C:9]2([CH3:15])[CH3:14])=[CH:6][CH:7]=1. The yield is 0.950. (7) The yield is 0.920. The catalyst is C(Cl)Cl.FC(F)(F)C(O)=O. The reactants are [F:1][C:2]1[CH:3]=[C:4]([CH:35]=[C:36]([F:38])[CH:37]=1)[C:5]([C:7]1[CH:8]=[C:9]2[C:13](=[CH:14][CH:15]=1)[NH:12][N:11]=[C:10]2[NH:16][C:17](=[O:34])[C:18]1[CH:23]=[CH:22][C:21]([N:24]2[CH2:29][CH2:28][N:27]([CH3:30])[CH2:26][CH2:25]2)=[CH:20][C:19]=1[N+:31]([O-:33])=[O:32])=O.[BH4-].[Na+]. The product is [F:38][C:36]1[CH:35]=[C:4]([CH:3]=[C:2]([F:1])[CH:37]=1)[CH2:5][C:7]1[CH:8]=[C:9]2[C:13](=[CH:14][CH:15]=1)[NH:12][N:11]=[C:10]2[NH:16][C:17](=[O:34])[C:18]1[CH:23]=[CH:22][C:21]([N:24]2[CH2:25][CH2:26][N:27]([CH3:30])[CH2:28][CH2:29]2)=[CH:20][C:19]=1[N+:31]([O-:33])=[O:32].